This data is from Forward reaction prediction with 1.9M reactions from USPTO patents (1976-2016). The task is: Predict the product of the given reaction. (1) Given the reactants [Br:1][C:2]1[CH:7]=[CH:6][C:5]([C:8](=O)[CH2:9][CH2:10][C:11](=O)[CH2:12][CH2:13][C:14]([O:16][CH2:17][CH3:18])=[O:15])=[CH:4][CH:3]=1.[N:21]1([C:26]2[CH:27]=[CH:28][C:29]([NH2:32])=[N:30][CH:31]=2)[CH:25]=[CH:24][N:23]=[CH:22]1, predict the reaction product. The product is: [N:21]1([C:26]2[CH:27]=[CH:28][C:29]([N:32]3[C:8]([C:5]4[CH:6]=[CH:7][C:2]([Br:1])=[CH:3][CH:4]=4)=[CH:9][CH:10]=[C:11]3[CH2:12][CH2:13][C:14]([O:16][CH2:17][CH3:18])=[O:15])=[N:30][CH:31]=2)[CH:25]=[CH:24][N:23]=[CH:22]1. (2) Given the reactants [CH3:1][C:2]([C:6]1[CH:11]=[CH:10][C:9]([CH2:12][C:13]2[C:22]3[C:17](=[CH:18][CH:19]=[C:20](B4OC(C)(C)C(C)(C)O4)[CH:21]=3)[N:16]=[CH:15][C:14]=2[N+:32]([O-:34])=[O:33])=[CH:8][CH:7]=1)([CH3:5])[C:3]#[N:4].Br[C:36]1[C:37]([CH3:43])=[CH:38][C:39]([Cl:42])=[N:40][CH:41]=1.C([O-])([O-])=O.[Na+].[Na+].C1(C)C=CC=CC=1, predict the reaction product. The product is: [Cl:42][C:39]1[N:40]=[CH:41][C:36]([C:20]2[CH:21]=[C:22]3[C:17](=[CH:18][CH:19]=2)[N:16]=[CH:15][C:14]([N+:32]([O-:34])=[O:33])=[C:13]3[CH2:12][C:9]2[CH:8]=[CH:7][C:6]([C:2]([CH3:5])([CH3:1])[C:3]#[N:4])=[CH:11][CH:10]=2)=[C:37]([CH3:43])[CH:38]=1. (3) Given the reactants [O:1]1[C:3]2([CH2:8][CH2:7][N:6]([C:9]3[CH:14]=[CH:13][C:12]([N:15]4[CH2:19][C@H:18]([CH2:20][NH:21][C:22](=[O:24])[CH3:23])[O:17][C:16]4=[O:25])=[CH:11][C:10]=3[F:26])[CH2:5][CH2:4]2)[CH2:2]1.B(F)(F)F.[O:31]1CC[CH2:33][CH2:32]1, predict the reaction product. The product is: [O:1]1[C:3]2([CH2:4][CH2:5][N:6]([C:9]3[CH:14]=[CH:13][C:12]([N:15]4[CH2:19][C@H:18]([CH2:20][NH:21][C:22](=[O:24])[CH3:23])[O:17][C:16]4=[O:25])=[CH:11][C:10]=3[F:26])[CH2:7][CH2:8]2)[CH2:2][O:31][CH2:32][CH2:33]1. (4) The product is: [NH2:17][C:18]1[N:19]=[C:20]([CH3:33])[C:21]2[CH:27]=[C:26]([C:28]3[NH:16][N:15]=[N:14][N:29]=3)[C:25](=[O:30])[N:24]([CH2:31][CH3:32])[C:22]=2[N:23]=1. Given the reactants C([Sn]([N:14]=[N+:15]=[N-:16])(CCCC)CCCC)CCC.[NH2:17][C:18]1[N:19]=[C:20]([CH3:33])[C:21]2[CH:27]=[C:26]([C:28]#[N:29])[C:25](=[O:30])[N:24]([CH2:31][CH3:32])[C:22]=2[N:23]=1, predict the reaction product. (5) Given the reactants C([O-])(=O)C.[K+].Br[C:7]1[CH:22]=[CH:21][CH:20]=[CH:19][C:8]=1[NH:9][CH:10]([CH3:18])[CH2:11][C:12]1[O:16][N:15]=[C:14]([CH3:17])[CH:13]=1.CC(N(C)C)=O, predict the reaction product. The product is: [CH3:17][C:14]1[C:13]2[C:7]3[CH:22]=[CH:21][CH:20]=[CH:19][C:8]=3[NH:9][CH:10]([CH3:18])[CH2:11][C:12]=2[O:16][N:15]=1.